This data is from NCI-60 drug combinations with 297,098 pairs across 59 cell lines. The task is: Regression. Given two drug SMILES strings and cell line genomic features, predict the synergy score measuring deviation from expected non-interaction effect. (1) Synergy scores: CSS=3.67, Synergy_ZIP=-4.12, Synergy_Bliss=-6.19, Synergy_Loewe=-4.97, Synergy_HSA=-4.97. Cell line: HOP-92. Drug 2: C(CC(=O)O)C(=O)CN.Cl. Drug 1: C1CCC(C1)C(CC#N)N2C=C(C=N2)C3=C4C=CNC4=NC=N3. (2) Drug 1: CC1C(C(=O)NC(C(=O)N2CCCC2C(=O)N(CC(=O)N(C(C(=O)O1)C(C)C)C)C)C(C)C)NC(=O)C3=C4C(=C(C=C3)C)OC5=C(C(=O)C(=C(C5=N4)C(=O)NC6C(OC(=O)C(N(C(=O)CN(C(=O)C7CCCN7C(=O)C(NC6=O)C(C)C)C)C)C(C)C)C)N)C. Drug 2: C1C(C(OC1N2C=NC3=C(N=C(N=C32)Cl)N)CO)O. Cell line: MDA-MB-231. Synergy scores: CSS=32.0, Synergy_ZIP=0.409, Synergy_Bliss=0.310, Synergy_Loewe=-8.80, Synergy_HSA=-0.615. (3) Drug 1: CC(C1=C(C=CC(=C1Cl)F)Cl)OC2=C(N=CC(=C2)C3=CN(N=C3)C4CCNCC4)N. Drug 2: CC=C1C(=O)NC(C(=O)OC2CC(=O)NC(C(=O)NC(CSSCCC=C2)C(=O)N1)C(C)C)C(C)C. Cell line: COLO 205. Synergy scores: CSS=65.5, Synergy_ZIP=-1.81, Synergy_Bliss=-2.85, Synergy_Loewe=-53.0, Synergy_HSA=-5.36. (4) Drug 1: CN(CC1=CN=C2C(=N1)C(=NC(=N2)N)N)C3=CC=C(C=C3)C(=O)NC(CCC(=O)O)C(=O)O. Drug 2: C1C(C(OC1N2C=C(C(=O)NC2=O)F)CO)O. Cell line: MOLT-4. Synergy scores: CSS=70.4, Synergy_ZIP=1.25, Synergy_Bliss=0.862, Synergy_Loewe=-1.56, Synergy_HSA=-1.25. (5) Drug 1: COC1=C2C(=CC3=C1OC=C3)C=CC(=O)O2. Drug 2: CC12CCC3C(C1CCC2OP(=O)(O)O)CCC4=C3C=CC(=C4)OC(=O)N(CCCl)CCCl.[Na+]. Cell line: NCI-H322M. Synergy scores: CSS=15.0, Synergy_ZIP=-1.90, Synergy_Bliss=3.30, Synergy_Loewe=3.65, Synergy_HSA=2.83. (6) Drug 1: CN(C)N=NC1=C(NC=N1)C(=O)N. Drug 2: C1C(C(OC1N2C=NC3=C(N=C(N=C32)Cl)N)CO)O. Cell line: LOX IMVI. Synergy scores: CSS=32.4, Synergy_ZIP=-10.7, Synergy_Bliss=-8.99, Synergy_Loewe=-5.05, Synergy_HSA=-4.85. (7) Drug 1: CN(C)C1=NC(=NC(=N1)N(C)C)N(C)C. Drug 2: CN(CC1=CN=C2C(=N1)C(=NC(=N2)N)N)C3=CC=C(C=C3)C(=O)NC(CCC(=O)O)C(=O)O. Cell line: SF-268. Synergy scores: CSS=-5.73, Synergy_ZIP=-1.25, Synergy_Bliss=0.674, Synergy_Loewe=-9.71, Synergy_HSA=-4.32. (8) Drug 1: CC(CN1CC(=O)NC(=O)C1)N2CC(=O)NC(=O)C2. Drug 2: CCC1=C2CN3C(=CC4=C(C3=O)COC(=O)C4(CC)O)C2=NC5=C1C=C(C=C5)O. Cell line: UO-31. Synergy scores: CSS=25.7, Synergy_ZIP=-10.9, Synergy_Bliss=-5.88, Synergy_Loewe=-1.74, Synergy_HSA=-0.779. (9) Drug 1: CC1=C(C=C(C=C1)NC2=NC=CC(=N2)N(C)C3=CC4=NN(C(=C4C=C3)C)C)S(=O)(=O)N.Cl. Drug 2: C1CN(P(=O)(OC1)NCCCl)CCCl. Cell line: HOP-92. Synergy scores: CSS=0.148, Synergy_ZIP=0.00674, Synergy_Bliss=-0.792, Synergy_Loewe=-4.55, Synergy_HSA=-2.59.